From a dataset of TCR-epitope binding with 47,182 pairs between 192 epitopes and 23,139 TCRs. Binary Classification. Given a T-cell receptor sequence (or CDR3 region) and an epitope sequence, predict whether binding occurs between them. (1) The epitope is LPPAYTNSF. The TCR CDR3 sequence is CASRWTGTDTQYF. Result: 0 (the TCR does not bind to the epitope). (2) The epitope is QARQMVQAMRTIGTHP. The TCR CDR3 sequence is CASSLMRGEYGTDTQYF. Result: 0 (the TCR does not bind to the epitope). (3) The epitope is EILDITPCSF. The TCR CDR3 sequence is CATRADPYNEQFF. Result: 1 (the TCR binds to the epitope). (4) The epitope is QARQMVQAMRTIGTHP. The TCR CDR3 sequence is CASSLFGSPGQPQHF. Result: 0 (the TCR does not bind to the epitope). (5) The epitope is QASQEVKNW. The TCR CDR3 sequence is CASSPRVVGSETQYF. Result: 0 (the TCR does not bind to the epitope). (6) The TCR CDR3 sequence is CSVEDQRTTSLETQYF. Result: 0 (the TCR does not bind to the epitope). The epitope is VLQAVGACV. (7) The epitope is YFPLQSYGF. The TCR CDR3 sequence is CASSLVGLFNTGELFF. Result: 1 (the TCR binds to the epitope).